Regression. Given two drug SMILES strings and cell line genomic features, predict the synergy score measuring deviation from expected non-interaction effect. From a dataset of NCI-60 drug combinations with 297,098 pairs across 59 cell lines. (1) Drug 1: C1=NC2=C(N=C(N=C2N1C3C(C(C(O3)CO)O)O)F)N. Drug 2: C1=NNC2=C1C(=O)NC=N2. Synergy scores: CSS=-3.82, Synergy_ZIP=0.733, Synergy_Bliss=3.37, Synergy_Loewe=-2.29, Synergy_HSA=-1.97. Cell line: HCT-15. (2) Drug 1: CN(CC1=CN=C2C(=N1)C(=NC(=N2)N)N)C3=CC=C(C=C3)C(=O)NC(CCC(=O)O)C(=O)O. Drug 2: C(CN)CNCCSP(=O)(O)O. Cell line: HCC-2998. Synergy scores: CSS=16.8, Synergy_ZIP=-3.09, Synergy_Bliss=-8.03, Synergy_Loewe=-31.3, Synergy_HSA=-9.24. (3) Drug 1: C1=CN(C=N1)CC(O)(P(=O)(O)O)P(=O)(O)O. Drug 2: C(CCl)NC(=O)N(CCCl)N=O. Cell line: NCI/ADR-RES. Synergy scores: CSS=4.41, Synergy_ZIP=2.66, Synergy_Bliss=7.34, Synergy_Loewe=1.13, Synergy_HSA=1.08. (4) Drug 1: CC1=CC2C(CCC3(C2CCC3(C(=O)C)OC(=O)C)C)C4(C1=CC(=O)CC4)C. Drug 2: CN(C)C1=NC(=NC(=N1)N(C)C)N(C)C. Cell line: T-47D. Synergy scores: CSS=12.4, Synergy_ZIP=1.47, Synergy_Bliss=9.27, Synergy_Loewe=4.25, Synergy_HSA=5.49. (5) Drug 1: COC1=C2C(=CC3=C1OC=C3)C=CC(=O)O2. Drug 2: C1C(C(OC1N2C=NC3=C2NC=NCC3O)CO)O. Cell line: RXF 393. Synergy scores: CSS=2.56, Synergy_ZIP=-3.90, Synergy_Bliss=-5.84, Synergy_Loewe=-6.62, Synergy_HSA=-5.45. (6) Drug 1: CNC(=O)C1=NC=CC(=C1)OC2=CC=C(C=C2)NC(=O)NC3=CC(=C(C=C3)Cl)C(F)(F)F. Drug 2: CS(=O)(=O)OCCCCOS(=O)(=O)C. Cell line: HCT116. Synergy scores: CSS=16.5, Synergy_ZIP=1.83, Synergy_Bliss=-0.204, Synergy_Loewe=-3.87, Synergy_HSA=-4.32. (7) Drug 1: C1CCC(CC1)NC(=O)N(CCCl)N=O. Drug 2: CCC1=C2CN3C(=CC4=C(C3=O)COC(=O)C4(CC)O)C2=NC5=C1C=C(C=C5)O. Cell line: UACC62. Synergy scores: CSS=41.8, Synergy_ZIP=-6.27, Synergy_Bliss=-4.82, Synergy_Loewe=-5.28, Synergy_HSA=-1.53.